This data is from Peptide-MHC class I binding affinity with 185,985 pairs from IEDB/IMGT. The task is: Regression. Given a peptide amino acid sequence and an MHC pseudo amino acid sequence, predict their binding affinity value. This is MHC class I binding data. (1) The peptide sequence is MHEDIISLW. The MHC is HLA-A03:01 with pseudo-sequence HLA-A03:01. The binding affinity (normalized) is 0. (2) The peptide sequence is KWKLQKIEL. The MHC is Mamu-B03 with pseudo-sequence Mamu-B03. The binding affinity (normalized) is 0.218. (3) The peptide sequence is TQIGCTLNF. The MHC is HLA-B42:01 with pseudo-sequence HLA-B42:01. The binding affinity (normalized) is 0.0277. (4) The peptide sequence is CTDDNALAY. The MHC is HLA-A24:02 with pseudo-sequence HLA-A24:02. The binding affinity (normalized) is 0.